Dataset: Catalyst prediction with 721,799 reactions and 888 catalyst types from USPTO. Task: Predict which catalyst facilitates the given reaction. (1) Reactant: [OH-].[K+].[CH:3]1([C:6]2[CH:7]=[CH:8][C:9]3[N:10]([N:12]=[C:13]([C:26]4[CH:31]=[CH:30][CH:29]=[CH:28][CH:27]=4)[C:14]=3[CH2:15][C:16]3[N:21]=[C:20]([C:22]([O:24]C)=[O:23])[CH:19]=[CH:18][CH:17]=3)[CH:11]=2)[CH2:5][CH2:4]1.Cl. Product: [CH:3]1([C:6]2[CH:7]=[CH:8][C:9]3[N:10]([N:12]=[C:13]([C:26]4[CH:27]=[CH:28][CH:29]=[CH:30][CH:31]=4)[C:14]=3[CH2:15][C:16]3[N:21]=[C:20]([C:22]([OH:24])=[O:23])[CH:19]=[CH:18][CH:17]=3)[CH:11]=2)[CH2:5][CH2:4]1. The catalyst class is: 5. (2) The catalyst class is: 9. Reactant: [Br:1][C:2]1[CH:10]=[C:9]2[C:5]([C:6]([CH:11]=[O:12])=[CH:7][NH:8]2)=[CH:4][CH:3]=1.[H-].[Na+].[F:15][C:16]([F:28])([F:27])[C:17]1[CH:18]=[C:19]([S:23](Cl)(=[O:25])=[O:24])[CH:20]=[CH:21][CH:22]=1.O. Product: [Br:1][C:2]1[CH:10]=[C:9]2[C:5]([C:6]([CH:11]=[O:12])=[CH:7][N:8]2[S:23]([C:19]2[CH:20]=[CH:21][CH:22]=[C:17]([C:16]([F:15])([F:27])[F:28])[CH:18]=2)(=[O:25])=[O:24])=[CH:4][CH:3]=1. (3) Reactant: [Br:1][C:2]1[C:3]([C:9](N(OC)C)=[O:10])=[N:4][CH:5]=[C:6]([CH3:8])[CH:7]=1.[H-].[H-].[H-].[H-].[Li+].[Al+3].Cl. Product: [Br:1][C:2]1[C:3]([CH:9]=[O:10])=[N:4][CH:5]=[C:6]([CH3:8])[CH:7]=1. The catalyst class is: 83. (4) Reactant: [CH2:1]([O:8][C:9]([NH:11][C@@H:12]1[CH2:15][C@H:14]([C:16](O)=[O:17])[C:13]1([CH3:20])[CH3:19])=[O:10])[C:2]1[CH:7]=[CH:6][CH:5]=[CH:4][CH:3]=1.[Cl-].[NH4+].F[P-](F)(F)(F)(F)F.[N:30]1(OC(N(C)C)=[N+](C)C)C2N=CC=CC=2N=N1. Product: [CH2:1]([O:8][C:9](=[O:10])[NH:11][C@@H:12]1[CH2:15][C@H:14]([C:16](=[O:17])[NH2:30])[C:13]1([CH3:20])[CH3:19])[C:2]1[CH:7]=[CH:6][CH:5]=[CH:4][CH:3]=1. The catalyst class is: 3. (5) Reactant: [NH:1]1[CH2:6][CH2:5][O:4][CH2:3][CH2:2]1.[F:7][C:8]1[CH:13]=[CH:12][C:11]([S:14](Cl)(=[O:16])=[O:15])=[CH:10][CH:9]=1. Product: [F:7][C:8]1[CH:13]=[CH:12][C:11]([S:14]([N:1]2[CH2:6][CH2:5][O:4][CH2:3][CH2:2]2)(=[O:16])=[O:15])=[CH:10][CH:9]=1. The catalyst class is: 2. (6) Reactant: Cl[Si:2]([CH:9]([CH3:11])[CH3:10])([CH:6]([CH3:8])[CH3:7])[CH:3]([CH3:5])[CH3:4].[CH2:12]([O:19][CH2:20][C@@H:21]([OH:24])[CH2:22][OH:23])[C:13]1[CH:18]=[CH:17][CH:16]=[CH:15][CH:14]=1.N1C=CN=C1. Product: [CH2:12]([O:19][CH2:20][C@@H:21]([OH:24])[CH2:22][O:23][Si:2]([CH:9]([CH3:11])[CH3:10])([CH:6]([CH3:8])[CH3:7])[CH:3]([CH3:5])[CH3:4])[C:13]1[CH:18]=[CH:17][CH:16]=[CH:15][CH:14]=1. The catalyst class is: 3. (7) Reactant: [C:1]([Mg]Cl)([CH3:4])([CH3:3])[CH3:2].[CH2:7](OCC)C.[CH3:12][C:13]1[CH2:17]C[C:15](=O)[CH:14]=1.[Cl-].[NH4+]. Product: [C:1]([C:4]1[CH2:15][CH:14]=[C:13]([CH3:17])[CH:12]=1)([CH3:7])([CH3:3])[CH3:2]. The catalyst class is: 280. (8) Reactant: F[B-](F)(F)F.F[B-](F)(F)F.ClC[N+]12CC[N+]([F:21])(CC1)CC2.[C:22]([O:26][C:27](=[O:44])[C:28]1[C:33]([NH:34][C:35]2[CH:40]=[CH:39][C:38]([Br:41])=[CH:37][C:36]=2[Cl:42])=[CH:32][C:31]([NH2:43])=[N:30][CH:29]=1)([CH3:25])([CH3:24])[CH3:23].CO. Product: [C:22]([O:26][C:27](=[O:44])[C:28]1[C:33]([NH:34][C:35]2[CH:40]=[CH:39][C:38]([Br:41])=[CH:37][C:36]=2[Cl:42])=[C:32]([F:21])[C:31]([NH2:43])=[N:30][CH:29]=1)([CH3:25])([CH3:23])[CH3:24]. The catalyst class is: 161. (9) Product: [Cl:1][C:2]1[C:7]([Cl:8])=[CH:6][C:5]2[NH:9][C:13]([C:12]([F:20])([F:11])[C:16]([F:19])([F:18])[F:17])=[N:10][C:4]=2[CH:3]=1. The catalyst class is: 69. Reactant: [Cl:1][C:2]1[CH:3]=[C:4]([NH2:10])[C:5]([NH2:9])=[CH:6][C:7]=1[Cl:8].[F:11][C:12]([F:20])([C:16]([F:19])([F:18])[F:17])[C:13](O)=O.Cl.C(=O)(O)[O-].[Na+]. (10) Reactant: [C:1]([O:5][P:6]([O-:12])[O:7][C:8]([CH3:11])([CH3:10])[CH3:9])([CH3:4])([CH3:3])[CH3:2].C(=O)([O-])[OH:14].[K+].[Mn]([O-])(=O)(=O)=O.[K+].C.Cl. Product: [P:6]([OH:14])([O:5][C:1]([CH3:4])([CH3:3])[CH3:2])([O:7][C:8]([CH3:11])([CH3:10])[CH3:9])=[O:12]. The catalyst class is: 6.